This data is from Reaction yield outcomes from USPTO patents with 853,638 reactions. The task is: Predict the reaction yield, written as a fraction of the theoretical maximum amount of product (1.0 means a 100% yield; for example, 0.34 means a 34% yield). (1) The reactants are [OH:1][C:2]1[C:9]([N+:10]([O-:12])=[O:11])=[CH:8][CH:7]=[CH:6][C:3]=1[CH:4]=[O:5].[C:13](=O)([O-])[O-].[Cs+].[Cs+].IC. The catalyst is CN(C=O)C. The product is [CH3:13][O:1][C:2]1[C:9]([N+:10]([O-:12])=[O:11])=[CH:8][CH:7]=[CH:6][C:3]=1[CH:4]=[O:5]. The yield is 0.720. (2) The reactants are O=S(Cl)Cl.[C:5]([C:9]1[NH:10][C:11]2[C:16]([CH:17]=1)=[CH:15][C:14]([N+:18]([O-:20])=[O:19])=[CH:13][C:12]=2[C:21]([OH:23])=[O:22])([CH3:8])([CH3:7])[CH3:6].[CH3:24]O. No catalyst specified. The product is [C:5]([C:9]1[NH:10][C:11]2[C:16]([CH:17]=1)=[CH:15][C:14]([N+:18]([O-:20])=[O:19])=[CH:13][C:12]=2[C:21]([O:23][CH3:24])=[O:22])([CH3:8])([CH3:6])[CH3:7]. The yield is 0.700. (3) The reactants are P(Cl)(Cl)(Cl)=O.[Br:6][C:7]1[CH:12]=[CH:11][C:10]([CH2:13][C:14]([OH:16])=O)=[CH:9][CH:8]=1.[C:17]([O-])([O-])=[O:18].[K+].[K+].[OH-].[Na+]. The catalyst is CN(C=O)C. The product is [Br:6][C:7]1[CH:8]=[CH:9][C:10]([C:13](=[CH:14][OH:16])[CH:17]=[O:18])=[CH:11][CH:12]=1. The yield is 0.990. (4) The reactants are [CH2:1]([C:8]1[N:13]=[C:12]([CH3:14])[C:11]([CH:15]([CH2:20][CH2:21][CH3:22])[C:16]([O:18]C)=[O:17])=[C:10]([C:23]2[CH:28]=[CH:27][CH:26]=[CH:25][CH:24]=2)[N:9]=1)[C:2]1[CH:7]=[CH:6][CH:5]=[CH:4][CH:3]=1.[OH-].[Na+]. The catalyst is C(O)C.O1CCCC1. The product is [CH2:1]([C:8]1[N:13]=[C:12]([CH3:14])[C:11]([CH:15]([CH2:20][CH2:21][CH3:22])[C:16]([OH:18])=[O:17])=[C:10]([C:23]2[CH:24]=[CH:25][CH:26]=[CH:27][CH:28]=2)[N:9]=1)[C:2]1[CH:3]=[CH:4][CH:5]=[CH:6][CH:7]=1. The yield is 0.370. (5) The reactants are Br[C:2]1[N:7]=[C:6]([C:8]([O:10][CH3:11])=[O:9])[CH:5]=[CH:4][C:3]=1[F:12].[F:13][C:14]1[CH:19]=[C:18]([O:20][CH2:21][CH2:22][O:23][CH3:24])[CH:17]=[C:16]([F:25])[C:15]=1B1OC(C)(C)C(C)(C)O1. No catalyst specified. The product is [F:13][C:14]1[CH:19]=[C:18]([O:20][CH2:21][CH2:22][O:23][CH3:24])[CH:17]=[C:16]([F:25])[C:15]=1[C:2]1[N:7]=[C:6]([C:8]([O:10][CH3:11])=[O:9])[CH:5]=[CH:4][C:3]=1[F:12]. The yield is 0.950. (6) The reactants are [Cl:1][C:2]1[C:3]([F:35])=[C:4]([C:22]2[CH2:23][CH2:24][N:25](C(OC(C)(C)C)=O)[CH2:26][CH:27]=2)[C:5]([O:20][CH3:21])=[C:6]([CH:8]([NH:10][C:11]2[N:19]=[CH:18][N:17]=[C:16]3[C:12]=2[N:13]=[CH:14][NH:15]3)[CH3:9])[CH:7]=1.Cl.CCN(C(C)C)C(C)C.CS(Cl)(=O)=O. The catalyst is O1CCOCC1.C(Cl)Cl. The product is [ClH:1].[Cl:1][C:2]1[C:3]([F:35])=[C:4]([C:22]2[CH2:23][CH2:24][NH:25][CH2:26][CH:27]=2)[C:5]([O:20][CH3:21])=[C:6]([CH:8]([NH:10][C:11]2[N:19]=[CH:18][N:17]=[C:16]3[C:12]=2[N:13]=[CH:14][NH:15]3)[CH3:9])[CH:7]=1. The yield is 0.400.